From a dataset of Full USPTO retrosynthesis dataset with 1.9M reactions from patents (1976-2016). Predict the reactants needed to synthesize the given product. (1) Given the product [Cl:1][CH2:2][CH:3]1[C:20]2[CH:19]=[CH:18][CH:16]=[CH:15][C:13]=2[O:12][C:6]2[C:5]1=[CH:11][CH:10]=[CH:8][CH:7]=2, predict the reactants needed to synthesize it. The reactants are: [Cl:1][CH2:2][C:3]([C:5]1[CH:11]=[CH:10][C:8](O)=[CH:7][C:6]=1[OH:12])=O.[C:13]1([CH:20]=[CH:19][CH:18]=[C:16](O)[CH:15]=1)O. (2) Given the product [BrH:21].[BrH:21].[F:1][C:2]([F:17])([F:18])[C:3]1[CH:4]=[C:5]([C:9]2[CH:14]=[CH:13][C:12]3[NH:15][C:20]([NH2:19])=[N:16][C:11]=3[CH:10]=2)[CH:6]=[CH:7][CH:8]=1, predict the reactants needed to synthesize it. The reactants are: [F:1][C:2]([F:18])([F:17])[C:3]1[CH:4]=[C:5]([C:9]2[CH:14]=[CH:13][C:12]([NH2:15])=[C:11]([NH2:16])[CH:10]=2)[CH:6]=[CH:7][CH:8]=1.[N:19]#[C:20][Br:21].O. (3) Given the product [CH2:1]([O:8][C:9]([NH:11][C:12]([C:13]([O:15][CH2:16][CH3:17])=[O:14])([CH2:26][C:27]([O:29][CH2:30][CH3:31])=[O:28])[C:18]([O:20][CH2:21][CH3:22])=[O:19])=[O:10])[C:2]1[CH:3]=[CH:4][CH:5]=[CH:6][CH:7]=1, predict the reactants needed to synthesize it. The reactants are: [CH2:1]([O:8][C:9]([NH:11][CH:12]([C:18]([O:20][CH2:21][CH3:22])=[O:19])[C:13]([O:15][CH2:16][CH3:17])=[O:14])=[O:10])[C:2]1[CH:7]=[CH:6][CH:5]=[CH:4][CH:3]=1.[H-].[Na+].Br[CH2:26][C:27]([O:29][CH2:30][CH3:31])=[O:28].Cl. (4) Given the product [CH:1]1([CH2:6][CH:7]([C:11]2[CH:16]=[CH:15][C:14]([S:17]([CH3:20])(=[O:18])=[O:19])=[C:13]([N+:21]([O-:23])=[O:22])[CH:12]=2)[C:8]([NH:58][C:59]2[CH:64]=[N:63][CH:62]=[CH:61][N:60]=2)=[O:9])[CH2:5][CH2:4][CH2:3][CH2:2]1, predict the reactants needed to synthesize it. The reactants are: [CH:1]1([CH2:6][CH:7]([C:11]2[CH:16]=[CH:15][C:14]([S:17]([CH3:20])(=[O:19])=[O:18])=[C:13]([N+:21]([O-:23])=[O:22])[CH:12]=2)[C:8](O)=[O:9])[CH2:5][CH2:4][CH2:3][CH2:2]1.C(N(CC)CC)C.F[P-](F)(F)(F)(F)F.N1(O[P+](N(C)C)(N(C)C)N(C)C)C2C=CC=CC=2N=N1.[NH2:58][C:59]1[CH:64]=[N:63][CH:62]=[CH:61][N:60]=1.Cl. (5) Given the product [OH:9][C:10]1[CH:15]=[C:14]([CH2:16][CH:17]([CH3:26])[CH:18]([OH:25])[C:19]2[CH:20]=[CH:21][CH:22]=[CH:23][CH:24]=2)[CH:13]=[CH:12][C:11]=1[N:27]1[S:31](=[O:33])(=[O:32])[NH:30][C:29](=[O:34])[CH2:28]1, predict the reactants needed to synthesize it. The reactants are: [K].C([O:9][C:10]1[CH:15]=[C:14]([CH2:16][CH:17]([CH3:26])[C:18](=[O:25])[C:19]2[CH:24]=[CH:23][CH:22]=[CH:21][CH:20]=2)[CH:13]=[CH:12][C:11]=1[N:27]1[S:31](=[O:33])(=[O:32])[NH:30][C:29](=[O:34])[CH2:28]1)C1C=CC=CC=1. (6) Given the product [C:1]([C:5]1[CH:6]=[CH:7][C:8]([CH2:11][CH2:12][C:13]([OH:15])=[O:14])=[CH:9][CH:10]=1)([CH3:4])([CH3:2])[CH3:3], predict the reactants needed to synthesize it. The reactants are: [C:1]([C:5]1[CH:10]=[CH:9][C:8]([CH2:11][CH2:12][C:13]([O:15]CC)=[O:14])=[CH:7][CH:6]=1)([CH3:4])([CH3:3])[CH3:2].[OH-].[Li+]. (7) Given the product [F:42][C:36]1[CH:37]=[C:38]([F:41])[CH:39]=[CH:40][C:35]=1[N:12]1[CH:11]([CH2:10][CH2:9][CH2:8][CH2:7][CH2:6][CH2:5][OH:4])[C:20]2[C:16]3=[C:17]([C:21](=[O:25])[N:22]([CH3:24])[CH:23]=[C:15]3[C:14]3[CH:26]=[C:27]([CH2:30][S:31]([CH3:34])(=[O:32])=[O:33])[CH:28]=[CH:29][C:13]1=3)[NH:18][CH:19]=2, predict the reactants needed to synthesize it. The reactants are: C([O:4][CH2:5][CH2:6][CH2:7][CH2:8][CH2:9][CH2:10][CH:11]1[C:20]2[C:16]3=[C:17]([C:21](=[O:25])[N:22]([CH3:24])[CH:23]=[C:15]3[C:14]3[CH:26]=[C:27]([CH2:30][S:31]([CH3:34])(=[O:33])=[O:32])[CH:28]=[CH:29][C:13]=3[N:12]1[C:35]1[CH:40]=[CH:39][C:38]([F:41])=[CH:37][C:36]=1[F:42])[NH:18][CH:19]=2)(=O)C.O.[OH-].[Li+].O. (8) Given the product [CH:32]1([C:35]([OH:39])([CH3:38])[CH2:36][NH:37][C:3](=[O:12])[C:4]2[CH:9]=[C:8]([C:24]3[CH:25]=[CH:26][C:21]([C:20]([F:31])([F:30])[F:19])=[CH:22][CH:23]=3)[C:7]([O:16][CH2:15][C:14]([F:18])([F:17])[F:13])=[N:6][CH:5]=2)[CH2:34][CH2:33]1, predict the reactants needed to synthesize it. The reactants are: CO[C:3](=[O:12])[C:4]1[CH:9]=[C:8](Br)[C:7](Cl)=[N:6][CH:5]=1.[F:13][C:14]([F:18])([F:17])[CH2:15][OH:16].[F:19][C:20]([F:31])([F:30])[C:21]1[CH:26]=[CH:25][C:24](B(O)O)=[CH:23][CH:22]=1.[CH:32]1([C:35]([OH:39])([CH3:38])[CH2:36][NH2:37])[CH2:34][CH2:33]1. (9) Given the product [F:25][C:12]1[C:13]([NH:15][CH2:16][C:17]2([C:23]#[N:24])[CH2:22][CH2:21][O:20][CH2:19][CH2:18]2)=[N:14][C:9]([OH:8])=[CH:10][CH:11]=1, predict the reactants needed to synthesize it. The reactants are: C([O:8][C:9]1[N:14]=[C:13]([NH:15][CH2:16][C:17]2([C:23]#[N:24])[CH2:22][CH2:21][O:20][CH2:19][CH2:18]2)[C:12]([F:25])=[CH:11][CH:10]=1)C1C=CC=CC=1.C([O-])=O.[NH4+]. (10) The reactants are: Cl.[CH2:2]1[C:7]2([CH2:12][CH2:11][NH:10][CH2:9][CH2:8]2)[CH2:6][CH2:5][N:4]([C:13]([O:15]C(C)(C)C)=O)[CH2:3]1.[NH2:20][C:21]1[N:22]=[N:23][CH:24]=[CH:25][C:26]=1C(O)=O.CC1(C)OC2C=CC=C(C=O)C=2O1. Given the product [CH2:6]1[C:7]2([CH2:8][CH2:9][NH:10][CH2:11][CH2:12]2)[CH2:2][CH2:3][N:4]([C:13]([C:26]2[CH:25]=[CH:24][N:23]=[N:22][C:21]=2[NH2:20])=[O:15])[CH2:5]1, predict the reactants needed to synthesize it.